Dataset: Forward reaction prediction with 1.9M reactions from USPTO patents (1976-2016). Task: Predict the product of the given reaction. (1) Given the reactants Cl.[CH3:2][O:3][C:4]1[CH:9]=[CH:8][C:7]([NH2:10])=[CH:6][C:5]=1[O:11][CH2:12][CH2:13][N:14]1[CH2:19][CH2:18][CH:17]([CH3:20])[CH2:16][CH2:15]1.C[Al](C)C.[Cl:25][C:26]1[CH:27]=[C:28]2[C:33](=[C:34]([Cl:37])[C:35]=1[CH3:36])[C:31](=O)[O:30][CH2:29]2.N.CO, predict the reaction product. The product is: [ClH:25].[Cl:25][C:26]1[CH:27]=[C:28]2[C:33](=[C:34]([Cl:37])[C:35]=1[CH3:36])[C:31](=[O:30])[N:10]([C:7]1[CH:8]=[CH:9][C:4]([O:3][CH3:2])=[C:5]([O:11][CH2:12][CH2:13][N:14]3[CH2:19][CH2:18][CH:17]([CH3:20])[CH2:16][CH2:15]3)[CH:6]=1)[CH2:29]2. (2) Given the reactants [H-].[Na+].[OH:3][CH2:4][CH2:5][C:6]1[C:14]2[C:9](=[CH:10][CH:11]=[C:12]([C:15]([F:18])([F:17])[F:16])[CH:13]=2)[N:8]([C:19]2[CH:20]=[C:21]([CH:25]=[CH:26][CH:27]=2)[C:22]([OH:24])=[O:23])[CH:7]=1.[CH3:28]I.S([O-])(O)(=O)=O.[K+], predict the reaction product. The product is: [CH3:28][O:3][CH2:4][CH2:5][C:6]1[C:14]2[C:9](=[CH:10][CH:11]=[C:12]([C:15]([F:17])([F:18])[F:16])[CH:13]=2)[N:8]([C:19]2[CH:20]=[C:21]([CH:25]=[CH:26][CH:27]=2)[C:22]([OH:24])=[O:23])[CH:7]=1. (3) Given the reactants [C:1]([O:5][C:6]([N:8]1[CH2:12][CH2:11][CH:10]([N:13]2[CH:17]=[C:16]([C:18]([OH:20])=O)[C:15]([C:21]3[CH:26]=[CH:25][C:24]([O:27][C:28]4[CH:33]=[CH:32][CH:31]=[CH:30][CH:29]=4)=[CH:23][CH:22]=3)=[N:14]2)[CH2:9]1)=[O:7])([CH3:4])([CH3:3])[CH3:2].C[N:35](C(ON1N=NC2C=CC=NC1=2)=[N+](C)C)C.F[P-](F)(F)(F)(F)F, predict the reaction product. The product is: [C:1]([O:5][C:6]([N:8]1[CH2:12][CH2:11][CH:10]([N:13]2[CH:17]=[C:16]([C:18](=[O:20])[NH2:35])[C:15]([C:21]3[CH:26]=[CH:25][C:24]([O:27][C:28]4[CH:33]=[CH:32][CH:31]=[CH:30][CH:29]=4)=[CH:23][CH:22]=3)=[N:14]2)[CH2:9]1)=[O:7])([CH3:4])([CH3:3])[CH3:2]. (4) Given the reactants [CH2:1](P(=O)(OCC)OCC)[C:2]1[CH:7]=[CH:6][CH:5]=[CH:4][CH:3]=1.C([Li])CCC.[CH:21]([C@H:23]1[N:28]([C:29]([C:31]2[CH:35]=[C:34]([CH3:36])[N:33]([C:37]3[CH:42]=[CH:41][CH:40]=[CH:39][CH:38]=3)[C:32]=2[C:43]2[CH:48]=[CH:47][CH:46]=[CH:45][CH:44]=2)=[O:30])[CH2:27][CH2:26][N:25]([C:49]([O:51][C:52]([CH3:55])([CH3:54])[CH3:53])=[O:50])[CH2:24]1)=O.[Cl-].[NH4+], predict the reaction product. The product is: [CH3:36][C:34]1[N:33]([C:37]2[CH:42]=[CH:41][CH:40]=[CH:39][CH:38]=2)[C:32]([C:43]2[CH:44]=[CH:45][CH:46]=[CH:47][CH:48]=2)=[C:31]([C:29]([N:28]2[CH2:27][CH2:26][N:25]([C:49]([O:51][C:52]([CH3:55])([CH3:54])[CH3:53])=[O:50])[CH2:24][C@H:23]2/[CH:21]=[CH:1]/[C:2]2[CH:3]=[CH:4][CH:5]=[CH:6][CH:7]=2)=[O:30])[CH:35]=1. (5) Given the reactants [CH3:1][N:2]1[CH:6]=[C:5]([NH:7][C:8]2[N:13]=[C:12]([C:14]#[C:15][C:16]3[CH:21]=[CH:20][CH:19]=[CH:18][C:17]=3[C:22]3([C:25]([NH2:27])=[O:26])[CH2:24][CH2:23]3)[C:11]([C:28]([F:31])([F:30])[F:29])=[CH:10][N:9]=2)[CH:4]=[N:3]1, predict the reaction product. The product is: [CH3:1][N:2]1[CH:6]=[C:5]([NH:7][C:8]2[N:13]=[C:12]([CH2:14][CH2:15][C:16]3[CH:21]=[CH:20][CH:19]=[CH:18][C:17]=3[C:22]3([C:25]([NH2:27])=[O:26])[CH2:24][CH2:23]3)[C:11]([C:28]([F:29])([F:31])[F:30])=[CH:10][N:9]=2)[CH:4]=[N:3]1. (6) The product is: [Si:21]([O:28][C:29]1[CH:30]=[CH:31][C:32]([CH:35]2[CH2:40][CH2:39][C:38]([C:2]3[CH:7]=[CH:6][C:5]([O:8][CH2:9][O:10][CH3:11])=[CH:4][C:3]=3[O:12][CH2:13][O:14][CH3:15])([OH:41])[CH2:37][CH2:36]2)=[CH:33][CH:34]=1)([C:24]([CH3:27])([CH3:26])[CH3:25])([CH3:23])[CH3:22]. Given the reactants Br[C:2]1[CH:7]=[CH:6][C:5]([O:8][CH2:9][O:10][CH3:11])=[CH:4][C:3]=1[O:12][CH2:13][O:14][CH3:15].C([Li])CCC.[Si:21]([O:28][C:29]1[CH:34]=[CH:33][C:32]([CH:35]2[CH2:40][CH2:39][C:38](=[O:41])[CH2:37][CH2:36]2)=[CH:31][CH:30]=1)([C:24]([CH3:27])([CH3:26])[CH3:25])([CH3:23])[CH3:22], predict the reaction product.